This data is from Forward reaction prediction with 1.9M reactions from USPTO patents (1976-2016). The task is: Predict the product of the given reaction. (1) Given the reactants [CH:1]([C:3]1[CH:4]=[C:5]([O:17][CH3:18])[C:6]([NH:9][C:10](=[O:16])[O:11][C:12]([CH3:15])([CH3:14])[CH3:13])=[N:7][CH:8]=1)=O.[CH:19]1([C@@H:22]([NH2:24])[CH3:23])[CH2:21][CH2:20]1.[BH4-].[Na+], predict the reaction product. The product is: [CH:19]1([C@@H:22]([NH:24][CH2:1][C:3]2[CH:4]=[C:5]([O:17][CH3:18])[C:6]([NH:9][C:10](=[O:16])[O:11][C:12]([CH3:15])([CH3:14])[CH3:13])=[N:7][CH:8]=2)[CH3:23])[CH2:21][CH2:20]1. (2) Given the reactants Cl[C:2]1[C:3](=[O:16])[NH:4][C:5]2[C:10]([N:11]=1)=[CH:9][C:8]([C:12]([O:14][CH3:15])=[O:13])=[CH:7][CH:6]=2.[Cl:17][C:18]1[CH:19]=[C:20]2[C:25](=[CH:26][CH:27]=1)[NH:24][CH2:23][CH2:22][CH2:21]2, predict the reaction product. The product is: [Cl:17][C:18]1[CH:19]=[C:20]2[C:25](=[CH:26][CH:27]=1)[N:24]([C:2]1[C:3](=[O:16])[NH:4][C:5]3[C:10]([N:11]=1)=[CH:9][C:8]([C:12]([O:14][CH3:15])=[O:13])=[CH:7][CH:6]=3)[CH2:23][CH2:22][CH2:21]2. (3) Given the reactants [C:1]([C:4]1[CH:9]=[CH:8][CH:7]=[CH:6][N:5]=1)(=[O:3])[CH3:2].[CH3:10][O:11][S:12]([C:15]1[CH:20]=[CH:19][C:18]([CH3:21])=[CH:17][CH:16]=1)(=[O:14])=[O:13], predict the reaction product. The product is: [C:1]([C:4]1[CH:9]=[CH:8][CH:7]=[CH:6][N+:5]=1[CH3:10])(=[O:3])[CH3:2].[CH3:21][C:18]1[CH:19]=[CH:20][C:15]([S:12]([OH:14])(=[O:13])=[O:11])=[CH:16][CH:17]=1. (4) Given the reactants [CH3:1][O:2][C:3]1([O:9][CH3:10])[CH2:8][CH2:7][CH2:6][NH:5][CH2:4]1.[C:11]1([CH2:17][CH:18]=O)[CH:16]=[CH:15][CH:14]=[CH:13][CH:12]=1.[H][H], predict the reaction product. The product is: [CH3:1][O:2][C:3]1([O:9][CH3:10])[CH2:8][CH2:7][CH2:6][N:5]([CH2:18][CH2:17][C:11]2[CH:16]=[CH:15][CH:14]=[CH:13][CH:12]=2)[CH2:4]1. (5) Given the reactants [NH:1]1[C:10]2[CH2:9][CH2:8][CH2:7][CH2:6][N:5]([C:11]([CH:13]3[CH2:18][CH2:17][N:16]([C:19](=[O:21])[CH3:20])[CH2:15][CH2:14]3)=[O:12])[C:4]=2[CH:3]=[CH:2]1.O=P(Cl)(Cl)Cl.CN([CH:30]=[O:31])C, predict the reaction product. The product is: [C:19]([N:16]1[CH2:15][CH2:14][CH:13]([C:11]([N:5]2[CH2:6][CH2:7][CH2:8][CH2:9][C:10]3[NH:1][C:2]([CH:30]=[O:31])=[CH:3][C:4]2=3)=[O:12])[CH2:18][CH2:17]1)(=[O:21])[CH3:20]. (6) Given the reactants [CH3:1][N:2]([CH3:28])[C:3]([C:5]1[C:16]([CH2:17][CH2:18][C:19](=[O:26])[C:20]2[CH:25]=[CH:24][CH:23]=[CH:22][CH:21]=2)=[C:15]([OH:27])[C:8]2[N:9]=[C:10]([CH2:13][CH3:14])[N:11]([CH3:12])[C:7]=2[CH:6]=1)=[O:4].[BH4-].[Na+].[Cl-].[NH4+], predict the reaction product. The product is: [CH3:28][N:2]([CH3:1])[C:3]([C:5]1[C:16]([CH2:17][CH2:18][CH:19]([OH:26])[C:20]2[CH:25]=[CH:24][CH:23]=[CH:22][CH:21]=2)=[C:15]([OH:27])[C:8]2[N:9]=[C:10]([CH2:13][CH3:14])[N:11]([CH3:12])[C:7]=2[CH:6]=1)=[O:4].